The task is: Predict the product of the given reaction.. This data is from Forward reaction prediction with 1.9M reactions from USPTO patents (1976-2016). (1) Given the reactants [N-:1]=[C:2]=O.[C:4]([O:8][CH2:9][CH2:10][CH2:11][CH2:12][CH2:13][CH2:14][CH2:15][CH2:16][CH2:17][CH2:18][CH2:19][CH2:20][CH2:21][CH2:22][CH2:23][CH2:24][CH2:25][CH3:26])(=[O:7])[CH:5]=[CH2:6], predict the reaction product. The product is: [C:4]([O:8][CH2:9][CH2:10][CH2:11][CH2:12][CH2:13][CH2:14][CH2:15][CH2:16][CH2:17][CH2:18][CH2:19][CH2:20][CH2:21][CH2:22][CH2:23][CH2:24][CH2:25][CH3:26])(=[O:7])[CH:5]=[CH2:6].[C:2](#[N:1])[CH:4]=[CH2:5]. (2) Given the reactants [F:1][C:2]1[CH:7]=[C:6]([O:8][CH3:9])[CH:5]=[C:4]([F:10])[C:3]=1[CH:11]([O:15][CH3:16])[C:12]([OH:14])=O.[NH2:17][CH2:18][C:19]1[CH:26]=[CH:25][C:22]([C:23]#[N:24])=[CH:21][C:20]=1[Cl:27], predict the reaction product. The product is: [Cl:27][C:20]1[CH:21]=[C:22]([C:23]#[N:24])[CH:25]=[CH:26][C:19]=1[CH2:18][NH:17][C:12](=[O:14])[CH:11]([C:3]1[C:4]([F:10])=[CH:5][C:6]([O:8][CH3:9])=[CH:7][C:2]=1[F:1])[O:15][CH3:16]. (3) Given the reactants [Cl:1][C:2]1[C:10]([CH3:11])=[CH:9][C:5]([C:6]([OH:8])=[O:7])=[CH:4][N:3]=1.C[Si](C)(C)Cl.[CH:17](O)([CH3:19])[CH3:18], predict the reaction product. The product is: [CH:17]([O:7][C:6](=[O:8])[C:5]1[CH:9]=[C:10]([CH3:11])[C:2]([Cl:1])=[N:3][CH:4]=1)([CH3:19])[CH3:18]. (4) Given the reactants [N-:1]=[N+:2]=[N-:3].[F:4][C:5]1[C:10]([B:11]([C:23]2[C:28]([F:29])=[C:27]([F:30])[C:26]([F:31])=[C:25]([F:32])[C:24]=2[F:33])[C:12]2[C:17]([F:18])=[C:16]([F:19])[C:15]([F:20])=[C:14]([F:21])[C:13]=2[F:22])=[C:9]([F:34])[C:8]([F:35])=[C:7]([F:36])[C:6]=1[F:37].[F:38][C:39]1[C:44]([B:45]([C:57]2[C:62]([F:63])=[C:61]([F:64])[C:60]([F:65])=[C:59]([F:66])[C:58]=2[F:67])[C:46]2[C:51]([F:52])=[C:50]([F:53])[C:49]([F:54])=[C:48]([F:55])[C:47]=2[F:56])=[C:43]([F:68])[C:42]([F:69])=[C:41]([F:70])[C:40]=1[F:71].[K+].[Cl-].[CH2:74]([NH+:92]([CH2:94][CH2:95][CH2:96][CH2:97][CH2:98][CH2:99][CH2:100][CH2:101][CH2:102][CH2:103][CH2:104][CH2:105][CH2:106][CH2:107][CH2:108][CH2:109][CH2:110][CH3:111])[CH3:93])[CH2:75][CH2:76][CH2:77][CH2:78][CH2:79][CH2:80][CH2:81][CH2:82][CH2:83][CH2:84][CH2:85][CH2:86][CH2:87][CH2:88][CH2:89][CH2:90][CH3:91], predict the reaction product. The product is: [N-:1]=[N+:2]=[N-:3].[F:29][C:28]1[C:23]([B:11]([C:10]2[C:5]([F:4])=[C:6]([F:37])[C:7]([F:36])=[C:8]([F:35])[C:9]=2[F:34])[C:12]2[C:13]([F:22])=[C:14]([F:21])[C:15]([F:20])=[C:16]([F:19])[C:17]=2[F:18])=[C:24]([F:33])[C:25]([F:32])=[C:26]([F:31])[C:27]=1[F:30].[F:63][C:62]1[C:57]([B:45]([C:44]2[C:39]([F:38])=[C:40]([F:71])[C:41]([F:70])=[C:42]([F:69])[C:43]=2[F:68])[C:46]2[C:47]([F:56])=[C:48]([F:55])[C:49]([F:54])=[C:50]([F:53])[C:51]=2[F:52])=[C:58]([F:67])[C:59]([F:66])=[C:60]([F:65])[C:61]=1[F:64].[CH2:94]([NH+:92]([CH2:74][CH2:75][CH2:76][CH2:77][CH2:78][CH2:79][CH2:80][CH2:81][CH2:82][CH2:83][CH2:84][CH2:85][CH2:86][CH2:87][CH2:88][CH2:89][CH2:90][CH3:91])[CH3:93])[CH2:95][CH2:96][CH2:97][CH2:98][CH2:99][CH2:100][CH2:101][CH2:102][CH2:103][CH2:104][CH2:105][CH2:106][CH2:107][CH2:108][CH2:109][CH2:110][CH3:111]. (5) The product is: [C:1]([O:5][C:6]([N:8]1[CH2:12][CH2:11][C@H:10]([NH:13][C:14]2[C:15]3[CH2:23][NH:22][CH2:21][CH2:20][C:16]=3[N:17]=[CH:18][N:19]=2)[CH2:9]1)=[O:7])([CH3:4])([CH3:2])[CH3:3]. Given the reactants [C:1]([O:5][C:6]([N:8]1[CH2:12][CH2:11][C@H:10]([NH:13][C:14]2[C:15]3[CH2:23][N:22](CC4C=CC=CC=4)[CH2:21][CH2:20][C:16]=3[N:17]=[CH:18][N:19]=2)[CH2:9]1)=[O:7])([CH3:4])([CH3:3])[CH3:2].C([O-])=O.[NH4+].C([O-])(O)=O.[Na+], predict the reaction product. (6) Given the reactants [Cl-].[Cl-].[Cl-].[Al+3].[C:5]1([C:11]2([C:14]([O:16][CH3:17])=[O:15])[CH2:13][CH2:12]2)[CH:10]=[CH:9][CH:8]=[CH:7][CH:6]=1.[Cl:18][CH2:19][C:20](Cl)=[O:21], predict the reaction product. The product is: [Cl:18][CH2:19][C:20]([C:8]1[CH:9]=[CH:10][C:5]([C:11]2([C:14]([O:16][CH3:17])=[O:15])[CH2:13][CH2:12]2)=[CH:6][CH:7]=1)=[O:21]. (7) Given the reactants [C:1]([O:5][C:6]([N:8]1[CH2:16][C:15]2[C:10](=[CH:11][CH:12]=[CH:13][C:14]=2[NH2:17])[CH2:9]1)=[O:7])([CH3:4])([CH3:3])[CH3:2].CCN(C(C)C)C(C)C.Br[CH2:28][C:29]([O:31][CH2:32][CH3:33])=[O:30], predict the reaction product. The product is: [C:1]([O:5][C:6]([N:8]1[CH2:16][C:15]2[C:10](=[CH:11][CH:12]=[CH:13][C:14]=2[NH:17][CH2:28][C:29]([O:31][CH2:32][CH3:33])=[O:30])[CH2:9]1)=[O:7])([CH3:4])([CH3:2])[CH3:3].